This data is from Full USPTO retrosynthesis dataset with 1.9M reactions from patents (1976-2016). The task is: Predict the reactants needed to synthesize the given product. (1) Given the product [CH2:7]([O:10][CH2:11][C@H:12]([NH:13][CH2:32][C@@H:30]([OH:31])[C@@H:29]([NH:33][C:34](=[O:43])[O:35][CH2:36][C:37]1[CH:42]=[CH:41][CH:40]=[CH:39][CH:38]=1)[CH2:28][C:23]1[CH:22]=[C:21]([F:20])[CH:26]=[C:25]([F:27])[CH:24]=1)[C:14]1[CH:19]=[CH:18][CH:17]=[CH:16][CH:15]=1)[CH:8]=[CH2:9], predict the reactants needed to synthesize it. The reactants are: Cl([O-])(=O)(=O)=O.[Li+].[CH2:7]([O:10][CH2:11][C@@H:12]([C:14]1[CH:19]=[CH:18][CH:17]=[CH:16][CH:15]=1)[NH2:13])[CH:8]=[CH2:9].[F:20][C:21]1[CH:22]=[C:23]([CH2:28][C@H:29]([NH:33][C:34](=[O:43])[O:35][CH2:36][C:37]2[CH:42]=[CH:41][CH:40]=[CH:39][CH:38]=2)[C@H:30]2[CH2:32][O:31]2)[CH:24]=[C:25]([F:27])[CH:26]=1.C([O-])(O)=O.[Na+]. (2) Given the product [OH:8][N:9]1[C:15](=[O:16])[N:14]2[CH2:17][C@H:10]1[CH2:11][CH2:12][C@H:13]2[C:18]([NH:20][C@@H:21]1[CH2:25][CH2:24][N:23]([C:26]([O:28][C:29]([CH3:32])([CH3:31])[CH3:30])=[O:27])[CH2:22]1)=[O:19], predict the reactants needed to synthesize it. The reactants are: C([O:8][N:9]1[C:15](=[O:16])[N:14]2[CH2:17][C@H:10]1[CH2:11][CH2:12][C@H:13]2[C:18]([NH:20][C@@H:21]1[CH2:25][CH2:24][N:23]([C:26]([O:28][C:29]([CH3:32])([CH3:31])[CH3:30])=[O:27])[CH2:22]1)=[O:19])C1C=CC=CC=1. (3) Given the product [Cl:1][C:2]1[CH:3]=[C:4]([NH:16][C:17]2[C:26]3[C:21](=[CH:22][C:23]([O:30][CH3:31])=[C:24]([NH2:27])[CH:25]=3)[N:20]=[CH:19][N:18]=2)[CH:5]=[CH:6][C:7]=1[O:8][CH2:9][C:10]1[CH:15]=[CH:14][CH:13]=[CH:12][N:11]=1, predict the reactants needed to synthesize it. The reactants are: [Cl:1][C:2]1[CH:3]=[C:4]([NH:16][C:17]2[C:26]3[C:21](=[CH:22][C:23]([O:30][CH3:31])=[C:24]([N+:27]([O-])=O)[CH:25]=3)[N:20]=[CH:19][N:18]=2)[CH:5]=[CH:6][C:7]=1[O:8][CH2:9][C:10]1[CH:15]=[CH:14][CH:13]=[CH:12][N:11]=1.C(O)(=O)C.C(O)C. (4) Given the product [Br:19][C:17]1[CH:16]=[N:15][C:9]2[N:10]([CH2:13][CH3:14])[C:11]3[N:12]=[C:2]([F:28])[CH:3]=[C:4]([CH3:21])[C:5]=3[NH:6][C:7](=[O:20])[C:8]=2[CH:18]=1, predict the reactants needed to synthesize it. The reactants are: N[C:2]1[CH:3]=[C:4]([CH3:21])[C:5]2[NH:6][C:7](=[O:20])[C:8]3[CH:18]=[C:17]([Br:19])[CH:16]=[N:15][C:9]=3[N:10]([CH2:13][CH3:14])[C:11]=2[N:12]=1.C1C=CN=CC=1.[FH:28].N([O-])=O.[Na+].[OH-].[Na+].